Dataset: Peptide-MHC class II binding affinity with 134,281 pairs from IEDB. Task: Regression. Given a peptide amino acid sequence and an MHC pseudo amino acid sequence, predict their binding affinity value. This is MHC class II binding data. (1) The peptide sequence is KFKTFEAAFTSSSKAAAAKA. The MHC is DRB1_0401 with pseudo-sequence DRB1_0401. The binding affinity (normalized) is 0.571. (2) The peptide sequence is FVNQHLCGSHLVEAL. The MHC is DRB1_0802 with pseudo-sequence DRB1_0802. The binding affinity (normalized) is 0.112. (3) The peptide sequence is DEELLKAVRIIKILYQSNP. The MHC is HLA-DQA10501-DQB10301 with pseudo-sequence HLA-DQA10501-DQB10301. The binding affinity (normalized) is 0.299. (4) The peptide sequence is GLTNTASHTRLSCDCDDK. The MHC is DRB3_0101 with pseudo-sequence DRB3_0101. The binding affinity (normalized) is 0.209. (5) The peptide sequence is CRPGWRGAACNQKI. The MHC is H-2-IAb with pseudo-sequence H-2-IAb. The binding affinity (normalized) is 0.177. (6) The peptide sequence is PLYKLVHVFINTQYA. The MHC is DRB1_0404 with pseudo-sequence DRB1_0404. The binding affinity (normalized) is 0.797. (7) The peptide sequence is VQYSRADEEQQQALS. The MHC is HLA-DQA10301-DQB10302 with pseudo-sequence HLA-DQA10301-DQB10302. The binding affinity (normalized) is 0.268. (8) The MHC is HLA-DPA10201-DPB10501 with pseudo-sequence HLA-DPA10201-DPB10501. The peptide sequence is EKKYFAATQFEPLAT. The binding affinity (normalized) is 0.525. (9) The binding affinity (normalized) is 0.331. The peptide sequence is KEAIEERVERIKSEY. The MHC is DRB3_0301 with pseudo-sequence DRB3_0301. (10) The peptide sequence is GQDLELSWNLNGLQAY. The MHC is DRB1_0401 with pseudo-sequence DRB1_0401. The binding affinity (normalized) is 0.436.